Task: Predict the reactants needed to synthesize the given product.. Dataset: Full USPTO retrosynthesis dataset with 1.9M reactions from patents (1976-2016) (1) Given the product [OH:32][CH:5]([CH:19]([OH:32])[CH2:9][N:4]([C:5]1[C:6]([I:31])=[C:7]([C:22]([N:24]([CH2:25][CH2:26][OH:27])[CH2:28][CH2:29][OH:30])=[O:23])[C:8]([I:21])=[C:9]([C:19]=1[I:20])[C:10]([N:12]([CH2:13][CH2:14][OH:15])[CH2:16][CH2:17][OH:18])=[O:11])[C:1](=[O:3])[CH3:2])[CH2:6][N:4]([C:5]1[C:19]([I:20])=[C:9]([C:10]([N:12]([CH2:13][CH2:14][OH:15])[CH2:16][CH2:17][OH:18])=[O:11])[C:8]([I:21])=[C:7]([C:6]=1[I:31])[C:22]([N:24]([CH2:25][CH2:26][OH:27])[CH2:28][CH2:29][OH:30])=[O:23])[C:1](=[O:3])[CH3:2], predict the reactants needed to synthesize it. The reactants are: [C:1]([NH:4][C:5]1[C:6]([I:31])=[C:7]([C:22]([N:24]([CH2:28][CH2:29][OH:30])[CH2:25][CH2:26][OH:27])=[O:23])[C:8]([I:21])=[C:9]([C:19]=1[I:20])[C:10]([N:12]([CH2:16][CH2:17][OH:18])[CH2:13][CH2:14][OH:15])=[O:11])(=[O:3])[CH3:2].[OH-:32].[K+].B(O)(O)O. (2) Given the product [C:10]([O:9][CH2:8][CH:4]([NH:3][CH2:16][CH2:15][C:14]#[N:17])[C:5]([OH:7])=[O:6])([CH3:13])([CH3:12])[CH3:11], predict the reactants needed to synthesize it. The reactants are: [OH-].[Na+].[NH2:3][CH:4]([CH2:8][O:9][C:10]([CH3:13])([CH3:12])[CH3:11])[C:5]([OH:7])=[O:6].[C:14](#[N:17])[CH:15]=[CH2:16].C(O)(=O)CC(CC(O)=O)(C(O)=O)O. (3) Given the product [Cl:1][C:2]1[CH:3]=[C:4]([CH:9]([N:28]2[C:24](=[O:34])[C:25]3[C:26](=[CH:30][CH:31]=[CH:32][CH:33]=3)[C:27]2=[O:29])[C:10]2([F:22])[CH2:14][CH2:13][N:12]([C:15]([O:17][C:18]([CH3:21])([CH3:20])[CH3:19])=[O:16])[CH2:11]2)[CH:5]=[CH:6][C:7]=1[F:8], predict the reactants needed to synthesize it. The reactants are: [Cl:1][C:2]1[CH:3]=[C:4]([CH:9](O)[C:10]2([F:22])[CH2:14][CH2:13][N:12]([C:15]([O:17][C:18]([CH3:21])([CH3:20])[CH3:19])=[O:16])[CH2:11]2)[CH:5]=[CH:6][C:7]=1[F:8].[C:24]1(=[O:34])[NH:28][C:27](=[O:29])[C:26]2=[CH:30][CH:31]=[CH:32][CH:33]=[C:25]12.C1C=CC(P(C2C=CC=CC=2)C2C=CC=CC=2)=CC=1.CCOC(/N=N/C(OCC)=O)=O. (4) Given the product [CH3:1][O:2][CH2:3][CH2:4][N:5]([CH2:22][C:23]1[CH:24]=[CH:25][C:26]([S:29][C:30]([CH3:39])([CH3:38])[C:31]([OH:33])=[O:32])=[CH:27][CH:28]=1)[C:6]1[CH:11]=[C:10]([C:12]2[CH:17]=[CH:16][CH:15]=[C:14]([C:18]([F:20])([F:19])[F:21])[CH:13]=2)[N:9]=[CH:8][N:7]=1, predict the reactants needed to synthesize it. The reactants are: [CH3:1][O:2][CH2:3][CH2:4][N:5]([CH2:22][C:23]1[CH:28]=[CH:27][C:26]([S:29][C:30]([CH3:39])([CH3:38])[C:31]([O:33]C(C)(C)C)=[O:32])=[CH:25][CH:24]=1)[C:6]1[CH:11]=[C:10]([C:12]2[CH:17]=[CH:16][CH:15]=[C:14]([C:18]([F:21])([F:20])[F:19])[CH:13]=2)[N:9]=[CH:8][N:7]=1.C(O)(C(F)(F)F)=O. (5) Given the product [C:25]([NH:29][C:30](=[O:44])[C:31]1[CH:36]=[CH:35][C:34]([NH:1][C:2]2[N:24]=[C:5]3[CH:6]=[CH:7][C:8]([C:10]4[CH:11]=[CH:12][C:13]([C:14](=[O:15])[NH:16][CH2:17][C:18]([F:19])([F:20])[F:21])=[CH:22][CH:23]=4)=[CH:9][N:4]3[N:3]=2)=[C:33]([O:38][CH2:39][C:40]([F:42])([F:43])[F:41])[CH:32]=1)([CH3:28])([CH3:26])[CH3:27], predict the reactants needed to synthesize it. The reactants are: [NH2:1][C:2]1[N:24]=[C:5]2[CH:6]=[CH:7][C:8]([C:10]3[CH:23]=[CH:22][C:13]([C:14]([NH:16][CH2:17][C:18]([F:21])([F:20])[F:19])=[O:15])=[CH:12][CH:11]=3)=[CH:9][N:4]2[N:3]=1.[C:25]([NH:29][C:30](=[O:44])[C:31]1[CH:36]=[CH:35][C:34](I)=[C:33]([O:38][CH2:39][C:40]([F:43])([F:42])[F:41])[CH:32]=1)([CH3:28])([CH3:27])[CH3:26].CC(C1C=C(C(C)C)C(C2C=CC=CC=2P(C2CCCCC2)C2CCCCC2)=C(C(C)C)C=1)C.CC(C)([O-])C.[Na+]. (6) Given the product [CH3:30][O:29][C:23]1[CH:24]=[CH:25][C:26]([CH3:28])=[CH:27][C:22]=1[NH:21][C:19](=[O:20])[NH:18][C:15]1[CH:16]=[CH:17][C:12]([C@H:9]2[CH2:10][CH2:11][C@H:6]([CH2:5][C:4]([OH:31])=[O:3])[CH2:7][CH2:8]2)=[CH:13][CH:14]=1, predict the reactants needed to synthesize it. The reactants are: C([O:3][C:4](=[O:31])[CH2:5][C@H:6]1[CH2:11][CH2:10][C@H:9]([C:12]2[CH:17]=[CH:16][C:15]([NH:18][C:19]([NH:21][C:22]3[CH:27]=[C:26]([CH3:28])[CH:25]=[CH:24][C:23]=3[O:29][CH3:30])=[O:20])=[CH:14][CH:13]=2)[CH2:8][CH2:7]1)C.[OH-].[Na+].